From a dataset of Forward reaction prediction with 1.9M reactions from USPTO patents (1976-2016). Predict the product of the given reaction. (1) Given the reactants [N:1]1[CH:6]=[CH:5][CH:4]=[CH:3][C:2]=1[C:7]([OH:9])=O.C(Cl)(=O)C(Cl)=O.[NH2:16][C:17]1[N:47]=[C:20]2[CH:21]=[CH:22][C:23]([O:25][C:26]3[CH:27]=[C:28]([NH:33][C:34](=[O:46])[C:35]4[CH:40]=[CH:39][CH:38]=[C:37]([C:41]([C:44]#[N:45])([CH3:43])[CH3:42])[CH:36]=4)[CH:29]=[CH:30][C:31]=3[CH3:32])=[CH:24][N:19]2[N:18]=1.C(=O)([O-])O.[Na+], predict the reaction product. The product is: [C:44]([C:41]([C:37]1[CH:36]=[C:35]([C:34]([NH:33][C:28]2[CH:29]=[CH:30][C:31]([CH3:32])=[C:26]([CH:27]=2)[O:25][C:23]2[CH:22]=[CH:21][C:20]3[N:19]([N:18]=[C:17]([NH:16][C:7]([C:2]4[CH:3]=[CH:4][CH:5]=[CH:6][N:1]=4)=[O:9])[N:47]=3)[CH:24]=2)=[O:46])[CH:40]=[CH:39][CH:38]=1)([CH3:43])[CH3:42])#[N:45]. (2) Given the reactants [C:1]([O:5][C:6](=[O:55])[N:7]([C:20]1[N:21]([C:30]2[CH:35]=[C:34]([CH:36]([CH3:38])[CH3:37])[C:33]([O:39]CC3C=CC=CC=3)=[CH:32][C:31]=2[O:47]CC2C=CC=CC=2)[N:22]=[N:23][C:24]=1[C:25](=[O:29])[NH:26][CH2:27][CH3:28])[C:8]1[CH:13]=[CH:12][C:11]([N:14]2[CH2:19][CH2:18][O:17][CH2:16][CH2:15]2)=[CH:10][CH:9]=1)([CH3:4])([CH3:3])[CH3:2], predict the reaction product. The product is: [C:1]([O:5][C:6](=[O:55])[N:7]([C:20]1[N:21]([C:30]2[CH:35]=[C:34]([CH:36]([CH3:37])[CH3:38])[C:33]([OH:39])=[CH:32][C:31]=2[OH:47])[N:22]=[N:23][C:24]=1[C:25](=[O:29])[NH:26][CH2:27][CH3:28])[C:8]1[CH:9]=[CH:10][C:11]([N:14]2[CH2:19][CH2:18][O:17][CH2:16][CH2:15]2)=[CH:12][CH:13]=1)([CH3:2])([CH3:4])[CH3:3]. (3) Given the reactants [C:1]1([C:7]#[C:8][C:9]2[CH:18]=[CH:17][C:16]3[C:11](=[CH:12][CH:13]=[CH:14][C:15]=3CC(C)(C)C([O-])=O)[N:10]=2)[CH:6]=[CH:5][CH:4]=[CH:3][CH:2]=1.[H-].[H-].[H-].[H-].[Li+].[Al+3].CC[O:34]C(C)=O.CCCCCC, predict the reaction product. The product is: [C:1]1([C:7]#[C:8][C:9]2[CH:18]=[CH:17][C:16]3[C:15]([OH:34])=[CH:14][CH:13]=[CH:12][C:11]=3[N:10]=2)[CH:6]=[CH:5][CH:4]=[CH:3][CH:2]=1. (4) Given the reactants C(SC1C=CC(C#N)=CC=1NN)C.[NH2:14][C:15]1[C:23]([Br:24])=[CH:22][C:21]([C:25]([F:28])([F:27])[F:26])=[CH:20][C:16]=1[C:17]([OH:19])=O.NC1C([C:36]([NH:38][NH:39][C:40]2[CH:45]=[C:44]([C:46]#[N:47])[CH:43]=[CH:42][C:41]=2[S:48][CH2:49][CH3:50])=O)=CC(Br)=CN=1, predict the reaction product. The product is: [Br:24][C:23]1[CH:22]=[C:21]([C:25]([F:28])([F:27])[F:26])[CH:20]=[C:16]2[C:15]=1[N:14]=[CH:36][N:38]([NH:39][C:40]1[CH:45]=[C:44]([CH:43]=[CH:42][C:41]=1[S:48][CH2:49][CH3:50])[C:46]#[N:47])[C:17]2=[O:19].